This data is from Peptide-MHC class II binding affinity with 134,281 pairs from IEDB. The task is: Regression. Given a peptide amino acid sequence and an MHC pseudo amino acid sequence, predict their binding affinity value. This is MHC class II binding data. (1) The peptide sequence is MSLLTEVETYVLSII. The MHC is DRB1_0401 with pseudo-sequence DRB1_0401. The binding affinity (normalized) is 0.250. (2) The peptide sequence is ICDSRVLERYLLEAK. The binding affinity (normalized) is 0.178. The MHC is DRB5_0101 with pseudo-sequence DRB5_0101.